Predict which catalyst facilitates the given reaction. From a dataset of Catalyst prediction with 721,799 reactions and 888 catalyst types from USPTO. (1) The catalyst class is: 4. Product: [OH:8][CH2:1][CH2:2][CH2:3][CH2:4][CH2:5][CH2:6][CH2:7][CH2:31][C:32]([O:35][CH3:34])=[O:36]. Reactant: [CH2:1]([O:8][C@H]1C[C@@H]([O:8][CH2:1][C:2]2[CH:7]=[CH:6][CH:5]=[CH:4][CH:3]=2)[C@H](C)O[C@H]1O[C@@H](CCC=C)C)[C:2]1[CH:7]=[CH:6][CH:5]=[CH:4][CH:3]=1.[C:31](#N)[CH3:32].[CH3:34][OH:35].[OH2:36]. (2) Reactant: [Br:1][C:2]1[CH:23]=[CH:22][C:5]([CH2:6][C:7]2([C:17](OCC)=[O:18])[CH2:12][CH2:11][CH:10]([C:13]([F:16])([F:15])[F:14])[CH2:9][CH2:8]2)=[C:4](I)[CH:3]=1.C([Mg]Cl)(C)C.[Cl-].[Li+]. Product: [Br:1][C:2]1[CH:23]=[C:22]2[C:5]([CH2:6][C:7]3([CH2:12][CH2:11][CH:10]([C:13]([F:15])([F:14])[F:16])[CH2:9][CH2:8]3)[C:17]2=[O:18])=[CH:4][CH:3]=1. The catalyst class is: 1. (3) Reactant: [F:1][C:2]1[C:3]([NH:12][C:13]2[CH:18]=[CH:17][C:16]([I:19])=[CH:15][C:14]=2[F:20])=[C:4]([CH:8]=[CH:9][C:10]=1[F:11])[C:5]([OH:7])=O.CN1CCOCC1.C1(P(Cl)(C2C=CC=CC=2)=O)C=CC=CC=1.[C:43]([O:47][C:48](=[O:55])[N:49]([CH2:51][CH2:52][O:53][NH2:54])[CH3:50])([CH3:46])([CH3:45])[CH3:44]. Product: [C:43]([O:47][C:48](=[O:55])[N:49]([CH2:51][CH2:52][O:53][NH:54][C:5]([C:4]1[CH:8]=[CH:9][C:10]([F:11])=[C:2]([F:1])[C:3]=1[NH:12][C:13]1[CH:18]=[CH:17][C:16]([I:19])=[CH:15][C:14]=1[F:20])=[O:7])[CH3:50])([CH3:46])([CH3:44])[CH3:45]. The catalyst class is: 54. (4) Reactant: [C:1]([CH2:3][CH2:4][O:5][P:6]([O-:9])([O-:8])=[O:7])#N.[NH+]1C=CC=CC=1.[NH+]1C=CC=CC=1.C[O:23][C:24](=[O:56])[C@H:25]([CH2:48][C:49]1C=CC(O)=[CH:51][CH:50]=1)[NH:26][C:27](=[O:47])[CH2:28][CH2:29][CH2:30]/[CH:31]=[CH:32]\[CH2:33]/[CH:34]=[CH:35]\[CH2:36]/[CH:37]=[CH:38]\[CH2:39]/[CH:40]=[CH:41]\[CH2:42][CH2:43][CH2:44][CH2:45][CH3:46].C1(N=C=NC2CCCCC2)CCCCC1.O. Product: [C:27]([NH:26][C@H:25]([C:24]([OH:56])=[O:23])[CH2:48][C:49]1[CH:50]=[CH:51][C:4]([O:5][P:6]([OH:9])([OH:8])=[O:7])=[CH:3][CH:1]=1)(=[O:47])[CH2:28][CH2:29][CH2:30]/[CH:31]=[CH:32]\[CH2:33][CH:34]=[CH:35][CH2:36][CH:37]=[CH:38][CH2:39][CH:40]=[CH:41][CH2:42][CH2:43][CH2:44][CH2:45][CH3:46]. The catalyst class is: 10. (5) Reactant: Cl.Cl.[CH3:3][NH:4][NH:5][CH3:6].C(=O)([O-])[O-].[K+].[K+].O1CCCC1.[Br:18][C:19]1[CH:20]=[C:21]([Br:43])[C:22]2[N:27]=[C:26]([C:28]3[N:29]([C:34]4[C:39]([Cl:40])=[CH:38][CH:37]=[CH:36][N:35]=4)[CH:30]=[C:31]([Br:33])[CH:32]=3)[O:25][C:24](=[O:41])[C:23]=2[CH:42]=1. Product: [Br:33][C:31]1[CH:32]=[C:28]([C:26]([NH:27][C:22]2[C:21]([Br:43])=[CH:20][C:19]([Br:18])=[CH:42][C:23]=2[C:24]([N:4]([CH3:3])[NH:5][CH3:6])=[O:41])=[O:25])[N:29]([C:34]2[C:39]([Cl:40])=[CH:38][CH:37]=[CH:36][N:35]=2)[CH:30]=1. The catalyst class is: 6. (6) Reactant: C([O:3][C:4]([C:6]([CH3:33])([CH2:17][CH2:18][C:19]1[CH:24]=[CH:23][C:22]([CH2:25][CH2:26][CH2:27][CH2:28][CH2:29][CH2:30][CH2:31][CH3:32])=[CH:21][CH:20]=1)[CH2:7][CH2:8][P:9](=[O:16])([O:13][CH2:14][CH3:15])[O:10][CH2:11][CH3:12])=[O:5])C.[OH-].[Na+].O1CCCC1. Product: [C:4]([C:6]([CH3:33])([CH2:17][CH2:18][C:19]1[CH:24]=[CH:23][C:22]([CH2:25][CH2:26][CH2:27][CH2:28][CH2:29][CH2:30][CH2:31][CH3:32])=[CH:21][CH:20]=1)[CH2:7][CH2:8][P:9](=[O:16])([O:13][CH2:14][CH3:15])[O:10][CH2:11][CH3:12])([OH:5])=[O:3]. The catalyst class is: 125. (7) Reactant: [C:1]([NH:4][C:5]1[C:6]([Cl:15])=[CH:7][C:8]([Cl:14])=[C:9]([CH:13]=1)[C:10]([OH:12])=[O:11])(=[O:3])[CH3:2].[N+:16]([O-])([OH:18])=[O:17]. Product: [C:1]([NH:4][C:5]1[C:13]([N+:16]([O-:18])=[O:17])=[C:9]([C:8]([Cl:14])=[CH:7][C:6]=1[Cl:15])[C:10]([OH:12])=[O:11])(=[O:3])[CH3:2]. The catalyst class is: 65.